The task is: Predict the product of the given reaction.. This data is from Forward reaction prediction with 1.9M reactions from USPTO patents (1976-2016). (1) Given the reactants [CH:1]([O:4][C:5]1[CH:6]=[C:7]([CH3:12])[CH:8]=[CH:9][C:10]=1Br)([CH3:3])[CH3:2].O1CCCC1.C([Li])CCC.[B:23](OCC)([O:27]CC)[O:24]CC, predict the reaction product. The product is: [CH:1]([O:4][C:5]1[CH:6]=[C:7]([CH3:12])[CH:8]=[CH:9][C:10]=1[B:23]([OH:27])[OH:24])([CH3:3])[CH3:2]. (2) Given the reactants FC(F)(F)C(O)=O.[CH3:8][N:9]([CH2:17][C@H:18]1[CH2:21][C@H:20]([O:22][C:23]2[CH:28]=[CH:27][C:26]([CH2:29][N:30]3[CH2:34][CH2:33][CH2:32][CH2:31]3)=[CH:25][CH:24]=2)[CH2:19]1)C(=O)OC(C)(C)C, predict the reaction product. The product is: [CH3:8][NH:9][CH2:17][C@H:18]1[CH2:21][C@H:20]([O:22][C:23]2[CH:28]=[CH:27][C:26]([CH2:29][N:30]3[CH2:34][CH2:33][CH2:32][CH2:31]3)=[CH:25][CH:24]=2)[CH2:19]1. (3) Given the reactants [CH3:1][O:2][C:3]1[CH:8]=[CH:7][C:6]([C:9]2[CH:10]=[N:11][C:12]([NH:15][C:16]3[CH:17]=[CH:18][C:19]([C:22]([OH:24])=O)=[N:20][CH:21]=3)=[N:13][CH:14]=2)=[CH:5][CH:4]=1.CN(C(ON1N=NC2C=CC=NC1=2)=[N+](C)C)C.F[P-](F)(F)(F)(F)F.CCN(C(C)C)C(C)C.[C:58]([O:62][C:63]([N:65]1[CH2:70][CH2:69][NH:68][CH2:67][CH2:66]1)=[O:64])([CH3:61])([CH3:60])[CH3:59], predict the reaction product. The product is: [C:58]([O:62][C:63]([N:65]1[CH2:70][CH2:69][N:68]([C:22]([C:19]2[CH:18]=[CH:17][C:16]([NH:15][C:12]3[N:13]=[CH:14][C:9]([C:6]4[CH:5]=[CH:4][C:3]([O:2][CH3:1])=[CH:8][CH:7]=4)=[CH:10][N:11]=3)=[CH:21][N:20]=2)=[O:24])[CH2:67][CH2:66]1)=[O:64])([CH3:61])([CH3:59])[CH3:60]. (4) Given the reactants [I:1][C:2]1[CH:15]=[CH:14][C:13]2[C:12]3[C:7](=[CH:8][C:9](I)=[CH:10][CH:11]=3)[CH2:6][CH2:5][C:4]=2[CH:3]=1.B(OC(C)C)(OC(C)C)[O:18]C(C)C.C([Li])CCC.Cl.[OH-].[Na+].OO, predict the reaction product. The product is: [I:1][C:2]1[CH:3]=[C:4]2[C:13]([C:12]3[CH:11]=[CH:10][C:9]([OH:18])=[CH:8][C:7]=3[CH2:6][CH2:5]2)=[CH:14][CH:15]=1. (5) The product is: [CH2:28]([S:30]([OH:33])(=[O:32])=[O:31])[CH3:29].[N:1]1[CH:6]=[CH:5][CH:4]=[CH:3][C:2]=1[O:7][CH2:8][C:9]1[CH:27]=[CH:26][C:12]([CH2:13][C:14]2[CH:18]=[C:17]([C:19]3[C:20]([NH2:25])=[N:21][CH:22]=[CH:23][CH:24]=3)[O:16][N:15]=2)=[CH:11][CH:10]=1. Given the reactants [N:1]1[CH:6]=[CH:5][CH:4]=[CH:3][C:2]=1[O:7][CH2:8][C:9]1[CH:27]=[CH:26][C:12]([CH2:13][C:14]2[CH:18]=[C:17]([C:19]3[C:20]([NH2:25])=[N:21][CH:22]=[CH:23][CH:24]=3)[O:16][N:15]=2)=[CH:11][CH:10]=1.[CH2:28]([S:30]([OH:33])(=[O:32])=[O:31])[CH3:29], predict the reaction product. (6) Given the reactants [Cl:1][C:2]1[C:11]([C@@H:12]([N:14]2[C:22](=[O:23])C3C(=CC=CC=3)C2=O)[CH3:13])=[CH:10][C:9]2[C:4](=[CH:5][C:6]([F:25])=[CH:7][CH:8]=2)[N:3]=1.NN.O(C([O:31][C:32]([CH3:35])([CH3:34])[CH3:33])=O)C([O:31][C:32]([CH3:35])([CH3:34])[CH3:33])=O, predict the reaction product. The product is: [Cl:1][C:2]1[C:11]([C@@H:12]([NH:14][C:22](=[O:23])[O:31][C:32]([CH3:35])([CH3:34])[CH3:33])[CH3:13])=[CH:10][C:9]2[C:4](=[CH:5][C:6]([F:25])=[CH:7][CH:8]=2)[N:3]=1.